From a dataset of NCI-60 drug combinations with 297,098 pairs across 59 cell lines. Regression. Given two drug SMILES strings and cell line genomic features, predict the synergy score measuring deviation from expected non-interaction effect. (1) Drug 1: CC(C1=C(C=CC(=C1Cl)F)Cl)OC2=C(N=CC(=C2)C3=CN(N=C3)C4CCNCC4)N. Drug 2: CCC1=CC2CC(C3=C(CN(C2)C1)C4=CC=CC=C4N3)(C5=C(C=C6C(=C5)C78CCN9C7C(C=CC9)(C(C(C8N6C)(C(=O)OC)O)OC(=O)C)CC)OC)C(=O)OC.C(C(C(=O)O)O)(C(=O)O)O. Cell line: NCI/ADR-RES. Synergy scores: CSS=0.123, Synergy_ZIP=-0.378, Synergy_Bliss=-0.387, Synergy_Loewe=-1.26, Synergy_HSA=-1.30. (2) Drug 1: CC1C(C(CC(O1)OC2CC(CC3=C2C(=C4C(=C3O)C(=O)C5=C(C4=O)C(=CC=C5)OC)O)(C(=O)C)O)N)O.Cl. Drug 2: CC1C(C(CC(O1)OC2CC(OC(C2O)C)OC3=CC4=CC5=C(C(=O)C(C(C5)C(C(=O)C(C(C)O)O)OC)OC6CC(C(C(O6)C)O)OC7CC(C(C(O7)C)O)OC8CC(C(C(O8)C)O)(C)O)C(=C4C(=C3C)O)O)O)O. Cell line: SF-539. Synergy scores: CSS=13.0, Synergy_ZIP=-1.63, Synergy_Bliss=2.11, Synergy_Loewe=-5.04, Synergy_HSA=2.08. (3) Drug 1: C1=NC2=C(N=C(N=C2N1C3C(C(C(O3)CO)O)O)F)N. Drug 2: CC1=C(C(=CC=C1)Cl)NC(=O)C2=CN=C(S2)NC3=CC(=NC(=N3)C)N4CCN(CC4)CCO. Cell line: A549. Synergy scores: CSS=13.1, Synergy_ZIP=-1.12, Synergy_Bliss=3.90, Synergy_Loewe=-38.9, Synergy_HSA=0.582.